From a dataset of Full USPTO retrosynthesis dataset with 1.9M reactions from patents (1976-2016). Predict the reactants needed to synthesize the given product. (1) Given the product [O:4]1[C:8]2=[C:9]([N:13]3[CH2:18][CH2:17][N:16]([CH2:19][CH2:20][C@H:21]4[CH2:26][CH2:25][C@H:24]([NH:27][C:37](=[O:38])[C:36]5[CH:40]=[CH:41][CH:42]=[C:34]([C:31]6[N:30]=[C:29]([CH3:28])[O:33][N:32]=6)[CH:35]=5)[CH2:23][CH2:22]4)[CH2:15][CH2:14]3)[N:10]=[CH:11][CH:12]=[C:7]2[CH2:6][CH2:5]1, predict the reactants needed to synthesize it. The reactants are: Cl.Cl.Cl.[O:4]1[C:8]2=[C:9]([N:13]3[CH2:18][CH2:17][N:16]([CH2:19][CH2:20][C@H:21]4[CH2:26][CH2:25][C@H:24]([NH2:27])[CH2:23][CH2:22]4)[CH2:15][CH2:14]3)[N:10]=[CH:11][CH:12]=[C:7]2[CH2:6][CH2:5]1.[CH3:28][C:29]1[O:33][N:32]=[C:31]([C:34]2[CH:35]=[C:36]([CH:40]=[CH:41][CH:42]=2)[C:37](O)=[O:38])[N:30]=1. (2) The reactants are: [CH3:1][O:2][CH2:3][O:4][CH2:5][CH2:6][CH2:7][CH2:8][CH2:9][CH2:10][CH2:11][CH2:12][CH2:13][CH:14]=[CH2:15].[CH2:16]([O:18][SiH:19]([O:23][CH2:24][CH3:25])[O:20][CH2:21][CH3:22])[CH3:17]. Given the product [CH3:1][O:2][CH2:3][O:4][CH2:5][CH2:6][CH2:7][CH2:8][CH2:9][CH2:10][CH2:11][CH2:12][CH2:13][CH2:14][CH2:15][Si:19]([O:23][CH2:24][CH3:25])([O:20][CH2:21][CH3:22])[O:18][CH2:16][CH3:17], predict the reactants needed to synthesize it. (3) Given the product [Cl:22][CH2:23][C:24]([N:11]1[CH2:12][CH2:13][N:8]([C:5]2[CH:4]=[CH:3][C:2]([Cl:1])=[CH:7][CH:6]=2)[CH2:9][C@@H:10]1[CH3:14])=[O:25], predict the reactants needed to synthesize it. The reactants are: [Cl:1][C:2]1[CH:7]=[CH:6][C:5]([N:8]2[CH2:13][CH2:12][NH:11][C@@H:10]([CH3:14])[CH2:9]2)=[CH:4][CH:3]=1.CCN(CC)CC.[Cl:22][CH2:23][C:24](Cl)=[O:25]. (4) The reactants are: Br[C:2]1[CH:12]=[CH:11][C:5]([C:6]([O:8][CH2:9][CH3:10])=[O:7])=[CH:4][N:3]=1.[Br:13][C:14]1[CH:19]=[CH:18][C:17](B(O)O)=[CH:16][CH:15]=1. Given the product [Br:13][C:14]1[CH:19]=[CH:18][C:17]([C:2]2[CH:12]=[CH:11][C:5]([C:6]([O:8][CH2:9][CH3:10])=[O:7])=[CH:4][N:3]=2)=[CH:16][CH:15]=1, predict the reactants needed to synthesize it. (5) Given the product [CH2:1]([O:3][C:4]([CH2:6][NH:7][C:8]([C:10]([NH:12][CH2:13][C:14](=[O:16])[CH3:15])=[O:11])=[O:9])=[O:5])[CH3:2], predict the reactants needed to synthesize it. The reactants are: [CH2:1]([O:3][C:4]([CH2:6][NH:7][C:8]([C:10]([NH:12][CH2:13][CH:14]([OH:16])[CH3:15])=[O:11])=[O:9])=[O:5])[CH3:2].Br([O-])(=O)=O.[Na+]. (6) Given the product [N:1]1[CH:6]=[CH:5][CH:4]=[C:3]([CH2:7][CH2:8][C:9]([O:11][CH3:12])=[O:10])[CH:2]=1, predict the reactants needed to synthesize it. The reactants are: [N:1]1[CH:6]=[CH:5][CH:4]=[C:3]([CH2:7][CH2:8][C:9]([OH:11])=[O:10])[CH:2]=1.[CH:12](N=C=NC(C)C)(C)C.C([O-])(O)=O.[Na+]. (7) The reactants are: [F:1][C:2]1[CH:10]=[C:9]([CH3:11])[C:5]([C:6](O)=[O:7])=[CH:4][N:3]=1.C(Cl)Cl.S(Cl)(Cl)=O.[NH4+:19].[OH-]. Given the product [F:1][C:2]1[CH:10]=[C:9]([CH3:11])[C:5]([C:6]([NH2:19])=[O:7])=[CH:4][N:3]=1, predict the reactants needed to synthesize it. (8) Given the product [C:2](#[N:1])[CH:3]=[CH2:4].[CH:8](=[O:9])[CH3:7].[CH:12]([CH:11]=[CH2:16])=[O:9].[CH2:2]=[CH:3][CH:4]=[CH2:5], predict the reactants needed to synthesize it. The reactants are: [N:1]1C=[CH:5][CH:4]=[CH:3][CH:2]=1.[CH3:7][C:8](C)=[O:9].[CH:11]1[CH:16]=CC=C[CH:12]=1. (9) The reactants are: [CH3:1][O:2][C:3]1[CH:8]=[C:7]([CH3:9])[CH:6]=[C:5]([C:10]2[C:11]([OH:18])=[C:12]([CH3:17])[CH:13]=[C:14]([CH3:16])[CH:15]=2)[C:4]=1[OH:19].C(N(CC)CC)C.[C:27]1([C:33]2[CH:42]=[CH:41][CH:40]=[C:39]([C:43]3[CH:48]=[CH:47][CH:46]=[CH:45][CH:44]=3)[C:34]=2[O:35][P:36](Cl)Cl)[CH:32]=[CH:31][CH:30]=[CH:29][CH:28]=1. Given the product [C:43]1([C:39]2[CH:40]=[CH:41][CH:42]=[C:33]([C:27]3[CH:28]=[CH:29][CH:30]=[CH:31][CH:32]=3)[C:34]=2[O:35][P:36]2[O:19][C:4]3[C:3]([O:2][CH3:1])=[CH:8][C:7]([CH3:9])=[CH:6][C:5]=3[C:10]3[CH:15]=[C:14]([CH3:16])[CH:13]=[C:12]([CH3:17])[C:11]=3[O:18]2)[CH:44]=[CH:45][CH:46]=[CH:47][CH:48]=1, predict the reactants needed to synthesize it. (10) Given the product [CH2:8]([C:10]1([CH2:20][CH2:21][O:22][C:23]2[CH:28]=[CH:27][N:26]=[C:25]([CH2:29][S:30]([C:31]3[NH:35][C:34]4[CH:36]=[CH:37][CH:38]=[CH:39][C:33]=4[N:32]=3)=[O:49])[C:24]=2[CH3:40])[O:19][CH2:18][C:13]2([O:14][CH2:15][CH2:16][O:17]2)[CH2:12][O:11]1)[CH3:9], predict the reactants needed to synthesize it. The reactants are: C1(C)C=CC=CC=1.[CH2:8]([C:10]1([CH2:20][CH2:21][O:22][C:23]2[CH:28]=[CH:27][N:26]=[C:25]([CH2:29][S:30][C:31]3[NH:35][C:34]4[CH:36]=[CH:37][CH:38]=[CH:39][C:33]=4[N:32]=3)[C:24]=2[CH3:40])[O:19][CH2:18][C:13]2([O:17][CH2:16][CH2:15][O:14]2)[CH2:12][O:11]1)[CH3:9].ClC1C=CC=C(C(OO)=[O:49])C=1.